The task is: Predict the reactants needed to synthesize the given product.. This data is from Full USPTO retrosynthesis dataset with 1.9M reactions from patents (1976-2016). (1) Given the product [C:27]([C:29]1[CH:37]=[CH:36][C:32]([C:33]([NH:26][C@H:23]2[CH2:22][CH2:21][C@H:20]([CH2:19][CH2:18][N:15]3[CH2:16][CH2:17][CH:12]([C:11]4[C:6]5[CH2:5][CH2:4][O:3][C:7]=5[CH:8]=[CH:9][CH:10]=4)[CH2:13][CH2:14]3)[CH2:25][CH2:24]2)=[O:34])=[CH:31][CH:30]=1)#[N:28], predict the reactants needed to synthesize it. The reactants are: Cl.Cl.[O:3]1[C:7]2[CH:8]=[CH:9][CH:10]=[C:11]([CH:12]3[CH2:17][CH2:16][N:15]([CH2:18][CH2:19][C@H:20]4[CH2:25][CH2:24][C@H:23]([NH2:26])[CH2:22][CH2:21]4)[CH2:14][CH2:13]3)[C:6]=2[CH2:5][CH2:4]1.[C:27]([C:29]1[CH:37]=[CH:36][C:32]([C:33](O)=[O:34])=[CH:31][CH:30]=1)#[N:28]. (2) Given the product [CH2:19]([N:4]1[CH:5]=[C:6]([O:9][CH3:10])[C:7](=[O:8])[C:2]([Cl:1])=[N:3]1)[C:16]1[CH:17]=[CH:18][CH:13]=[CH:14][CH:15]=1, predict the reactants needed to synthesize it. The reactants are: [Cl:1][C:2]1[N:3]=[N:4][CH:5]=[C:6]([O:9][CH3:10])[C:7]=1[OH:8].[H-].[Na+].[CH:13]1[CH:18]=[CH:17][C:16]([CH2:19]Br)=[CH:15][CH:14]=1.O. (3) Given the product [F:32][C:33]1[CH:34]=[CH:35][C:36]([N:42]2[N:46]=[CH:45][CH:44]=[N:43]2)=[C:37]([CH:41]=1)[C:38]([NH:11][C@H:12]1[CH2:16][CH2:15][CH2:14][C@@H:13]1[NH:17][C:18]1[CH:23]=[CH:22][C:21]([C:24]([F:27])([F:25])[F:26])=[CH:20][N:19]=1)=[O:40], predict the reactants needed to synthesize it. The reactants are: CC1N=C(C2C=CC=CC=2C([NH:11][C@H:12]2[CH2:16][CH2:15][CH2:14][C@@H:13]2[NH:17][C:18]2[CH:23]=[CH:22][C:21]([C:24]([F:27])([F:26])[F:25])=[CH:20][N:19]=2)=O)ON=1.[F:32][C:33]1[CH:34]=[CH:35][C:36]([N:42]2[N:46]=[CH:45][CH:44]=[N:43]2)=[C:37]([CH:41]=1)[C:38]([OH:40])=O.Cl.FC(F)(F)C1C=CC(N[C@H]2CCC[C@@H]2N)=NC=1. (4) The reactants are: C[O:2][C:3]1[CH:4]=[C:5]([C:11]2[N:16]=[C:15]([S:17][CH2:18][CH3:19])[N:14]3[CH:20]=[CH:21][N:22]=[C:13]3[CH:12]=2)[CH:6]=[CH:7][C:8]=1[O:9]C.B(Br)(Br)Br. Given the product [CH2:18]([S:17][C:15]1[N:14]2[CH:20]=[CH:21][N:22]=[C:13]2[CH:12]=[C:11]([C:5]2[CH:4]=[C:3]([OH:2])[C:8]([OH:9])=[CH:7][CH:6]=2)[N:16]=1)[CH3:19], predict the reactants needed to synthesize it. (5) The reactants are: [Br:1][C:2]1[CH:7]=[CH:6][CH:5]=[C:4]([CH2:8]Br)[CH:3]=1.[F:10][C:11]([F:23])([F:22])[C:12]1[CH:21]=[C:20]2[C:15]([CH2:16][CH2:17][CH2:18][NH:19]2)=[CH:14][CH:13]=1.C([O-])(=O)C.[Na+]. Given the product [Br:1][C:2]1[CH:3]=[C:4]([CH:5]=[CH:6][CH:7]=1)[CH2:8][N:19]1[C:20]2[C:15](=[CH:14][CH:13]=[C:12]([C:11]([F:10])([F:22])[F:23])[CH:21]=2)[CH2:16][CH2:17][CH2:18]1, predict the reactants needed to synthesize it. (6) The reactants are: [N:1]1([CH2:5][CH2:6][N:7]2[CH:11]=[C:10]([C:12]3[CH:17]=[CH:16][C:15]([F:18])=[C:14]([CH3:19])[CH:13]=3)[N:9]=[C:8]2[C@H:20]2[CH2:25][CH2:24][NH:23][CH2:22][C@H:21]2[F:26])[CH2:4][CH2:3][CH2:2]1.N1CCCN2CCCCCC=12.Cl[C:39]1[N:44]=[CH:43][N:42]=[C:41]([NH2:45])[C:40]=1[CH:46]([CH3:48])[CH3:47]. Given the product [N:1]1([CH2:5][CH2:6][N:7]2[CH:11]=[C:10]([C:12]3[CH:17]=[CH:16][C:15]([F:18])=[C:14]([CH3:19])[CH:13]=3)[N:9]=[C:8]2[C@H:20]2[CH2:25][CH2:24][N:23]([C:39]3[N:44]=[CH:43][N:42]=[C:41]([NH2:45])[C:40]=3[CH:46]([CH3:48])[CH3:47])[CH2:22][C@H:21]2[F:26])[CH2:4][CH2:3][CH2:2]1, predict the reactants needed to synthesize it.